Dataset: hERG Central: cardiac toxicity at 1µM, 10µM, and general inhibition. Task: Predict hERG channel inhibition at various concentrations. The molecule is COc1cccc(N2CCN(Cc3nc(N)nc(Nc4ccccc4)n3)CC2)c1. Results: hERG_inhib (hERG inhibition (general)): blocker.